From a dataset of Full USPTO retrosynthesis dataset with 1.9M reactions from patents (1976-2016). Predict the reactants needed to synthesize the given product. (1) Given the product [CH2:13]([O:15][Si:16]([O:20][CH2:21][CH3:22])([O:17][CH2:18][CH3:19])[CH2:2][CH2:1][CH:3]1[CH2:8][CH2:7][CH:6]([CH2:9][CH2:10][Si:16]([O:20][CH2:21][CH3:22])([O:17][CH2:18][CH3:19])[O:15][CH2:13][CH3:14])[CH2:5][CH:4]1[CH:11]=[CH2:12])[CH3:14], predict the reactants needed to synthesize it. The reactants are: [CH:1]([CH:3]1[CH2:8][CH2:7][CH:6]([CH:9]=[CH2:10])[CH2:5][CH:4]1[CH:11]=[CH2:12])=[CH2:2].[CH2:13]([O:15][SiH:16]([O:20][CH2:21][CH3:22])[O:17][CH2:18][CH3:19])[CH3:14]. (2) Given the product [CH2:13]([O:12][C:6](=[O:11])[CH:7]([C:8](=[O:9])[CH3:10])[CH:31]([CH3:32])[C:30]([C:26]1[CH:25]=[C:24]([F:35])[C:23]([O:22][CH2:15][C:16]2[CH:21]=[CH:20][CH:19]=[CH:18][CH:17]=2)=[C:28]([F:29])[CH:27]=1)=[O:34])[CH3:14], predict the reactants needed to synthesize it. The reactants are: [O-]CC.[Na+].[Na].[C:6]([O:12][CH2:13][CH3:14])(=[O:11])[CH2:7][C:8]([CH3:10])=[O:9].[CH2:15]([O:22][C:23]1[C:28]([F:29])=[CH:27][C:26]([C:30](=[O:34])[CH:31](Br)[CH3:32])=[CH:25][C:24]=1[F:35])[C:16]1[CH:21]=[CH:20][CH:19]=[CH:18][CH:17]=1. (3) Given the product [Br:1][C:2]1[CH:3]=[CH:4][C:5]2[N:6]([C:8]([C:15]3[CH:16]=[CH:17][N:12]=[CH:13][CH:14]=3)=[CH:9][N:10]=2)[CH:7]=1, predict the reactants needed to synthesize it. The reactants are: [Br:1][C:2]1[CH:3]=[CH:4][C:5]2[N:6]([C:8](I)=[CH:9][N:10]=2)[CH:7]=1.[N:12]1[CH:17]=[CH:16][C:15](B(O)O)=[CH:14][CH:13]=1. (4) Given the product [CH3:50][N:46]1[CH2:47][CH2:48][CH2:49][CH:45]1[CH2:44][CH2:43][NH:42][C:39]([C:35]1[CH:34]=[C:33]([C:10]2[CH:11]=[C:12]([C:23]3[N:27]([CH2:28][CH2:29][CH2:30][O:31][CH3:32])[N:26]=[N:25][N:24]=3)[C:13]([OH:15])=[CH:14][C:9]=2[OH:8])[CH:38]=[CH:37][CH:36]=1)=[O:41], predict the reactants needed to synthesize it. The reactants are: C([O:8][C:9]1[CH:14]=[C:13]([O:15]CC2C=CC=CC=2)[C:12]([C:23]2[N:27]([CH2:28][CH2:29][CH2:30][O:31][CH3:32])[N:26]=[N:25][N:24]=2)=[CH:11][C:10]=1[C:33]1[CH:38]=[CH:37][CH:36]=[C:35]([C:39]([OH:41])=O)[CH:34]=1)C1C=CC=CC=1.[NH2:42][CH2:43][CH2:44][CH:45]1[CH2:49][CH2:48][CH2:47][N:46]1[CH3:50]. (5) The reactants are: [N:1]1([CH2:7][CH2:8][CH2:9][O:10][C:11]2[CH:18]=[CH:17][C:14]([CH:15]=O)=[CH:13][CH:12]=2)[CH2:6][CH2:5][CH2:4][CH2:3][CH2:2]1.[NH:19]1[CH2:24][CH2:23][CH2:22][CH2:21][CH:20]1[C:25]1[CH:26]=[N:27][CH:28]=[CH:29][CH:30]=1.C(O[BH-](OC(=O)C)OC(=O)C)(=O)C.[Na+].[OH-].[Na+]. Given the product [NH3:1].[N:1]1([CH2:7][CH2:8][CH2:9][O:10][C:11]2[CH:18]=[CH:17][C:14]([CH2:15][N:19]3[CH2:24][CH2:23][CH2:22][CH2:21][CH:20]3[C:25]3[CH:26]=[N:27][CH:28]=[CH:29][CH:30]=3)=[CH:13][CH:12]=2)[CH2:6][CH2:5][CH2:4][CH2:3][CH2:2]1, predict the reactants needed to synthesize it. (6) Given the product [Br:1][C:2]1[CH:7]=[CH:6][C:5]([C:8]2[NH:12][C:11]([C@@H:13]3[CH2:17][CH2:16][CH2:15][N:14]3[C:36](=[O:37])[C@@H:35]([NH:34][C:32](=[O:33])[O:31][CH3:30])[CH:39]([CH3:41])[CH3:40])=[N:10][CH:9]=2)=[CH:4][C:3]=1[O:25][CH:26]([F:27])[F:28], predict the reactants needed to synthesize it. The reactants are: [Br:1][C:2]1[CH:7]=[CH:6][C:5]([C:8]2[NH:12][C:11]([C@@H:13]3[CH2:17][CH2:16][CH2:15][N:14]3C(OC(C)(C)C)=O)=[N:10][CH:9]=2)=[CH:4][C:3]=1[O:25][CH:26]([F:28])[F:27].Cl.[CH3:30][O:31][C:32]([NH:34][C@@H:35]([CH:39]([CH3:41])[CH3:40])[C:36](O)=[O:37])=[O:33].CN(C(ON1N=NC2C=CC=NC1=2)=[N+](C)C)C.F[P-](F)(F)(F)(F)F.CCN(C(C)C)C(C)C. (7) Given the product [C:22]([O:21][C:19]([N:16]1[CH2:17][CH2:18][C:13]2[N:12]=[C:11]([C:9]3[C:8]([CH3:27])=[CH:7][C:6]([CH3:28])=[C:5]([CH:10]=3)[C:3]([OH:4])=[O:2])[NH:26][C:14]=2[CH2:15]1)=[O:20])([CH3:25])([CH3:24])[CH3:23], predict the reactants needed to synthesize it. The reactants are: C[O:2][C:3]([C:5]1[C:6]([CH3:28])=[CH:7][C:8]([CH3:27])=[C:9]([C:11]2[NH:26][C:14]3[CH2:15][N:16]([C:19]([O:21][C:22]([CH3:25])([CH3:24])[CH3:23])=[O:20])[CH2:17][CH2:18][C:13]=3[N:12]=2)[CH:10]=1)=[O:4].[OH-].[Na+].